Dataset: Experimentally validated miRNA-target interactions with 360,000+ pairs, plus equal number of negative samples. Task: Binary Classification. Given a miRNA mature sequence and a target amino acid sequence, predict their likelihood of interaction. (1) The miRNA is mmu-miR-423-3p with sequence AGCUCGGUCUGAGGCCCCUCAGU. The protein sequence of the target gene is MQGPGGNVSRGLPSGPASTVASGAGRCESGALMHSFGIFLQGLLGVVAFSTLMLKRFREPKHERRPWRIWFLDTSKQAIGMLFIHFANVYLADLTEEDPCSLYLINFLLDATVGMLLIYVGVRAVGVLVEWQQWESLRFGEYGDPLQCGAWVGQCALYIVIMIFEKSVVFIVLLILQWKKVALLNPIENPDLKLAIVMLIVPFFVNAFMFWVVDNFLMRKGKTKAKLEERGANQDSRNGSKVRYRRAASHEESESEILISADDEMEESDAEEDLRRPVKKKHRFGLPV. Result: 1 (interaction). (2) The miRNA is hsa-miR-429 with sequence UAAUACUGUCUGGUAAAACCGU. The protein sequence of the target gene is MEELTAFVSKSFDQKVKEKKEAITYREVLESGPLRGAKEPTGCTEAGRDDRSSPAVRAAGGGGGGGGGGGGGGGGGGVGGGGAGGGAGGGRSPVRELDMGAAERSREPGSPRLTEVSPELKDRKEDAKGMEDEGQTKIKQRRSRTNFTLEQLNELERLFDETHYPDAFMREELSQRLGLSEARVQVWFQNRRAKCRKQENQLHKGVLIGAASQFEACRVAPYVNVGALRMPFQQDSHCNVTPLSFQVQAQLQLDSAVAHAHHHLHPHLAAHAPYMMFPAPPFGLPLATLAADSASAASVV.... Result: 1 (interaction). (3) The miRNA is hsa-miR-4276 with sequence CUCAGUGACUCAUGUGC. The protein sequence of the target gene is MDPNCSCSTGGSCTCTSSCACKNCKCTSCKKSCCSCCPVGCSKCAQGCVCKGAADKCTCCA. Result: 0 (no interaction).